This data is from NCI-60 drug combinations with 297,098 pairs across 59 cell lines. The task is: Regression. Given two drug SMILES strings and cell line genomic features, predict the synergy score measuring deviation from expected non-interaction effect. (1) Drug 1: C1=CC(=CC=C1C#N)C(C2=CC=C(C=C2)C#N)N3C=NC=N3. Drug 2: CCC(=C(C1=CC=CC=C1)C2=CC=C(C=C2)OCCN(C)C)C3=CC=CC=C3.C(C(=O)O)C(CC(=O)O)(C(=O)O)O. Cell line: HOP-92. Synergy scores: CSS=3.67, Synergy_ZIP=-0.627, Synergy_Bliss=3.62, Synergy_Loewe=2.48, Synergy_HSA=2.32. (2) Drug 1: CC1=C2C(C(=O)C3(C(CC4C(C3C(C(C2(C)C)(CC1OC(=O)C(C(C5=CC=CC=C5)NC(=O)OC(C)(C)C)O)O)OC(=O)C6=CC=CC=C6)(CO4)OC(=O)C)OC)C)OC. Drug 2: CCCCCOC(=O)NC1=NC(=O)N(C=C1F)C2C(C(C(O2)C)O)O. Cell line: UO-31. Synergy scores: CSS=46.9, Synergy_ZIP=4.12, Synergy_Bliss=6.29, Synergy_Loewe=-3.39, Synergy_HSA=8.57.